Dataset: hERG potassium channel inhibition data for cardiac toxicity prediction from Karim et al.. Task: Regression/Classification. Given a drug SMILES string, predict its toxicity properties. Task type varies by dataset: regression for continuous values (e.g., LD50, hERG inhibition percentage) or binary classification for toxic/non-toxic outcomes (e.g., AMES mutagenicity, cardiotoxicity, hepatotoxicity). Dataset: herg_karim. (1) The drug is COCCOCC#Cc1cc(-c2n[nH]c3c2Cc2ccc(Cn4cncn4)cc2-3)cs1. The result is 0 (non-blocker). (2) The compound is O=C(N[C@H]1CCc2ccc(CCN3CCN(c4nsc5ccccc45)CC3)cc21)c1ccccc1. The result is 1 (blocker).